The task is: Predict the reactants needed to synthesize the given product.. This data is from Full USPTO retrosynthesis dataset with 1.9M reactions from patents (1976-2016). Given the product [Cl:13][C:5]1[C:4]2[C:9](=[CH:10][CH:11]=[C:2]([NH:23][CH2:22][C:21]3[CH:24]=[CH:25][CH:26]=[C:19]([N:14]4[CH:18]=[CH:17][CH:16]=[N:15]4)[CH:20]=3)[CH:3]=2)[C:8](=[O:12])[NH:7][N:6]=1, predict the reactants needed to synthesize it. The reactants are: Br[C:2]1[CH:3]=[C:4]2[C:9](=[CH:10][CH:11]=1)[C:8](=[O:12])[NH:7][N:6]=[C:5]2[Cl:13].[N:14]1([C:19]2[CH:20]=[C:21]([CH:24]=[CH:25][CH:26]=2)[CH2:22][NH2:23])[CH:18]=[CH:17][CH:16]=[N:15]1.C1C=CC(P(C2C(C3C(P(C4C=CC=CC=4)C4C=CC=CC=4)=CC=C4C=3C=CC=C4)=C3C(C=CC=C3)=CC=2)C2C=CC=CC=2)=CC=1.CC([O-])(C)C.[Na+].